From a dataset of Forward reaction prediction with 1.9M reactions from USPTO patents (1976-2016). Predict the product of the given reaction. Given the reactants [CH3:1][CH:2]([CH2:4][CH2:5][CH2:6][C@H:7]([C@@H:9]1[C@:27]2([CH3:28])[C@H:12]([C@H:13]3[C@H:24]([CH2:25][CH2:26]2)[C@:22]2([CH3:23])[C:16]([CH2:17][C@H:18]([CH2:20][CH2:21]2)[OH:19])=[CH:15][CH2:14]3)[CH2:11][CH2:10]1)[CH3:8])[CH3:3].[C:29](O)(=[O:35])[CH2:30][CH2:31][CH2:32][CH:33]=[CH2:34].C1CCC(N=C=NC2CCCCC2)CC1.C(OC)(C)(C)C, predict the reaction product. The product is: [C:29]([C@:18]1([OH:19])[CH2:20][CH2:21][C@@:22]2([CH3:23])[C:16](=[CH:15][CH2:14][C@@H:13]3[C@@H:24]2[CH2:25][CH2:26][C@@:27]2([CH3:28])[C@H:12]3[CH2:11][CH2:10][C@@H:9]2[C@H:7]([CH3:8])[CH2:6][CH2:5][CH2:4][CH:2]([CH3:1])[CH3:3])[CH2:17]1)(=[O:35])[CH:30]=[CH:31][CH2:32][CH2:33][CH3:34].